Dataset: Forward reaction prediction with 1.9M reactions from USPTO patents (1976-2016). Task: Predict the product of the given reaction. (1) Given the reactants C(OC(=O)[NH:7][C@H:8]1[CH2:13][CH2:12][CH2:11][N:10]([C:14]2[N:22]([CH2:23][CH:24]=[C:25]([CH3:27])[CH3:26])[C:21]3[C:20](=[O:28])[N:19]([CH2:29][C:30]4[N:39]=[CH:38][C:37]5[C:32](=[CH:33][CH:34]=[CH:35][CH:36]=5)[N:31]=4)[CH:18]=[N:17][C:16]=3[C:15]=2[C:40]#[N:41])[CH2:9]1)(C)(C)C.C(O)(C(F)(F)F)=O, predict the reaction product. The product is: [NH2:7][C@H:8]1[CH2:13][CH2:12][CH2:11][N:10]([C:14]2[N:22]([CH2:23][CH:24]=[C:25]([CH3:27])[CH3:26])[C:21]3[C:20](=[O:28])[N:19]([CH2:29][C:30]4[N:39]=[CH:38][C:37]5[C:32](=[CH:33][CH:34]=[CH:35][CH:36]=5)[N:31]=4)[CH:18]=[N:17][C:16]=3[C:15]=2[C:40]#[N:41])[CH2:9]1. (2) Given the reactants Cl.[CH:2]1([C:6]2[C:10]3[CH2:11][NH:12][CH2:13][CH2:14][C:9]=3[NH:8][N:7]=2)[CH2:5][CH2:4][CH2:3]1.[Cl:15][C:16]1[CH:21]=[CH:20][CH:19]=[C:18]([N:22]=[C:23]=[O:24])[CH:17]=1, predict the reaction product. The product is: [Cl:15][C:16]1[CH:17]=[C:18]([NH:22][C:23]([N:12]2[CH2:13][CH2:14][C:9]3[NH:8][N:7]=[C:6]([CH:2]4[CH2:5][CH2:4][CH2:3]4)[C:10]=3[CH2:11]2)=[O:24])[CH:19]=[CH:20][CH:21]=1.